From a dataset of Catalyst prediction with 721,799 reactions and 888 catalyst types from USPTO. Predict which catalyst facilitates the given reaction. (1) Product: [CH3:1][O:2][C:3]1[CH:4]=[C:5]([C:9]2[N:10]=[CH:11][C:12]([NH2:21])=[CH:13][C:14]=2[C:15]2[CH:20]=[CH:19][CH:18]=[CH:17][CH:16]=2)[CH:6]=[CH:7][CH:8]=1. Reactant: [CH3:1][O:2][C:3]1[CH:4]=[C:5]([C:9]2[C:14]([C:15]3[CH:20]=[CH:19][CH:18]=[CH:17][CH:16]=3)=[CH:13][C:12]([N+:21]([O-])=O)=[CH:11][N:10]=2)[CH:6]=[CH:7][CH:8]=1. The catalyst class is: 29. (2) The catalyst class is: 5. Reactant: [OH:1][C:2]1[CH:7]=[C:6]([CH3:8])[N:5]=[CH:4][C:3]=1[C:9]([OH:11])=[O:10].O=S(Cl)Cl.Cl[CH2:17]Cl. Product: [OH:1][C:2]1[CH:7]=[C:6]([CH3:8])[N:5]=[CH:4][C:3]=1[C:9]([O:11][CH3:17])=[O:10]. (3) Reactant: C(=O)(O)[O-].[Na+].[Cl:6][CH2:7][C:8](Br)=[O:9].[CH:11]1([N:15]2[CH2:20][CH2:19][NH:18][CH2:17][CH2:16]2)[CH2:14][CH2:13][CH2:12]1. Product: [Cl:6][CH2:7][C:8]([N:18]1[CH2:19][CH2:20][N:15]([CH:11]2[CH2:14][CH2:13][CH2:12]2)[CH2:16][CH2:17]1)=[O:9]. The catalyst class is: 232. (4) The catalyst class is: 6. Reactant: O.O.[Br:3][C:4]1[CH:9]=[CH:8][C:7]([S:10]([O-:12])=[O:11])=[CH:6][CH:5]=1.[Na+].[C:14](#[N:17])[CH:15]=[CH2:16].C(O)(=O)C. Product: [Br:3][C:4]1[CH:9]=[CH:8][C:7]([S:10]([CH2:16][CH2:15][C:14]#[N:17])(=[O:12])=[O:11])=[CH:6][CH:5]=1.